From a dataset of Reaction yield outcomes from USPTO patents with 853,638 reactions. Predict the reaction yield, written as a fraction of the theoretical maximum amount of product (1.0 means a 100% yield; for example, 0.34 means a 34% yield). The reactants are Cl[C:2]1[N:7]=[CH:6][C:5]([C:8]2[C:16]3[C:11](=[CH:12][C:13]([F:17])=[CH:14][CH:15]=3)[N:10]([S:18]([C:21]3[CH:26]=[CH:25][CH:24]=[CH:23][CH:22]=3)(=[O:20])=[O:19])[CH:9]=2)=[CH:4][CH:3]=1.FC1C=C2C(C(I)=CN2S(C2C=CC=CC=2)(=O)=O)=CC=1.[Br:47]C1C=CC(B(O)O)=CN=1. No catalyst specified. The product is [Br:47][C:2]1[N:7]=[CH:6][C:5]([C:8]2[C:16]3[C:11](=[CH:12][C:13]([F:17])=[CH:14][CH:15]=3)[N:10]([S:18]([C:21]3[CH:26]=[CH:25][CH:24]=[CH:23][CH:22]=3)(=[O:20])=[O:19])[CH:9]=2)=[CH:4][CH:3]=1. The yield is 0.570.